Predict the product of the given reaction. From a dataset of Forward reaction prediction with 1.9M reactions from USPTO patents (1976-2016). (1) Given the reactants Cl.Cl.[NH2:3][C:4]1[CH:9]=[CH:8][C:7]([C:10]2[CH:15]=[CH:14][C:13]([NH:16][C:17]([C@@H:19]3[CH:24]4[CH2:25][CH2:26][N:21]([CH2:22][CH2:23]4)[CH2:20]3)=[O:18])=[CH:12][CH:11]=2)=[CH:6][CH:5]=1.[C:27]1([S:33]([Cl:36])(=[O:35])=[O:34])[CH:32]=[CH:31][CH:30]=[CH:29][CH:28]=1, predict the reaction product. The product is: [ClH:36].[C:27]1([S:33]([NH:3][C:4]2[CH:9]=[CH:8][C:7]([C:10]3[CH:11]=[CH:12][C:13]([NH:16][C:17]([C@@H:19]4[CH:24]5[CH2:23][CH2:22][N:21]([CH2:26][CH2:25]5)[CH2:20]4)=[O:18])=[CH:14][CH:15]=3)=[CH:6][CH:5]=2)(=[O:35])=[O:34])[CH:32]=[CH:31][CH:30]=[CH:29][CH:28]=1. (2) Given the reactants C[Si]([C:5]#[N:6])(C)C.[Br:7][C:8]1[CH:28]=[CH:27][C:11]([CH2:12][O:13][C:14]2[CH:19]=[CH:18][C:17]([O:20][C:21]([F:24])([F:23])[F:22])=[CH:16][C:15]=2[CH2:25]Br)=[CH:10][CH:9]=1, predict the reaction product. The product is: [Br:7][C:8]1[CH:9]=[CH:10][C:11]([CH2:12][O:13][C:14]2[CH:19]=[CH:18][C:17]([O:20][C:21]([F:22])([F:23])[F:24])=[CH:16][C:15]=2[CH2:25][C:5]#[N:6])=[CH:27][CH:28]=1. (3) Given the reactants [OH-].[K+].[C:3]([C:6]1[CH:11]=[CH:10][CH:9]=[CH:8][CH:7]=1)(=[O:5])[CH3:4].Cl, predict the reaction product. The product is: [C:6]1([C@@H:3]([OH:5])[CH3:4])[CH:11]=[CH:10][CH:9]=[CH:8][CH:7]=1. (4) Given the reactants [Cl:1][CH2:2][C:3]1[CH:4]=[CH:5][C:6]2[N:7]([C:9]([CH3:16])=[C:10]([C:12]([F:15])([F:14])[F:13])[N:11]=2)[N:8]=1.[C:17]1([P:23]([C:30]2[CH:35]=[CH:34][CH:33]=[CH:32][CH:31]=2)[C:24]2[CH:29]=[CH:28][CH:27]=[CH:26][CH:25]=2)[CH:22]=[CH:21][CH:20]=[CH:19][CH:18]=1, predict the reaction product. The product is: [Cl-:1].[CH3:16][C:9]1[N:7]2[N:8]=[C:3]([CH2:2][P+:23]([C:24]3[CH:25]=[CH:26][CH:27]=[CH:28][CH:29]=3)([C:30]3[CH:35]=[CH:34][CH:33]=[CH:32][CH:31]=3)[C:17]3[CH:18]=[CH:19][CH:20]=[CH:21][CH:22]=3)[CH:4]=[CH:5][C:6]2=[N:11][C:10]=1[C:12]([F:15])([F:14])[F:13]. (5) The product is: [C:24]12([OH:23])[CH2:31][CH:30]3[CH2:29][CH:28]([CH2:27][CH:26]([CH2:32]3)[CH2:25]1)[CH2:33]2. Given the reactants O(CC1C=CC=CC=1)CC1C=CC=CC=1.C([O:23][C:24]12[CH2:33][CH:28]3[CH2:29][CH:30]([CH2:32][CH:26]([CH2:27]3)[CH2:25]1)[CH2:31]2)C1C=CC=CC=1, predict the reaction product. (6) Given the reactants CO[C:3](=[O:33])[N:4]=[C:5](SC)[C:6]([C:20]1[CH:25]=[C:24]([O:26][CH3:27])[C:23]([O:28][CH3:29])=[CH:22][C:21]=1[F:30])=[N:7][C:8]1[CH:13]=[CH:12][C:11]([C:14]2[N:18]=[C:17]([CH3:19])[O:16][N:15]=2)=[CH:10][CH:9]=1.Cl.[NH:35]([C:37]1[N:38]=[N:39][CH:40]=[CH:41][CH:42]=1)[NH2:36].C(N(CC)CC)C, predict the reaction product. The product is: [F:30][C:21]1[CH:22]=[C:23]([O:28][CH3:29])[C:24]([O:26][CH3:27])=[CH:25][C:20]=1[CH:6]([NH:7][C:8]1[CH:13]=[CH:12][C:11]([C:14]2[N:18]=[C:17]([CH3:19])[O:16][N:15]=2)=[CH:10][CH:9]=1)[C:5]1[NH:4][C:3](=[O:33])[N:35]([C:37]2[N:38]=[N:39][CH:40]=[CH:41][CH:42]=2)[N:36]=1.